From a dataset of Catalyst prediction with 721,799 reactions and 888 catalyst types from USPTO. Predict which catalyst facilitates the given reaction. Reactant: [C:1]([C:3]1[CH:4]=[CH:5][C:6]([C:9]([O:11][CH3:12])=[O:10])=[N:7][CH:8]=1)#[N:2].[ClH:13]. Product: [ClH:13].[NH2:2][CH2:1][C:3]1[CH:4]=[CH:5][C:6]([C:9]([O:11][CH3:12])=[O:10])=[N:7][CH:8]=1. The catalyst class is: 29.